Dataset: Reaction yield outcomes from USPTO patents with 853,638 reactions. Task: Predict the reaction yield, written as a fraction of the theoretical maximum amount of product (1.0 means a 100% yield; for example, 0.34 means a 34% yield). (1) The reactants are [CH2:1]([N:8]1[C:16]2[C:11](=[CH:12][CH:13]=[CH:14][C:15]=2[CH2:17][CH3:18])[C:10]2[CH2:19][CH2:20][O:21][C:22]([CH2:25][C:26](O)=[O:27])([CH2:23][CH3:24])[C:9]1=2)[C:2]1[CH:7]=[CH:6][CH:5]=[CH:4][CH:3]=1. The catalyst is O1CCCC1. The product is [CH2:1]([N:8]1[C:16]2[C:11](=[CH:12][CH:13]=[CH:14][C:15]=2[CH2:17][CH3:18])[C:10]2[CH2:19][CH2:20][O:21][C:22]([CH2:25][CH2:26][OH:27])([CH2:23][CH3:24])[C:9]1=2)[C:2]1[CH:7]=[CH:6][CH:5]=[CH:4][CH:3]=1. The yield is 0.740. (2) The catalyst is C1COCC1. The reactants are [CH2:1]([CH:4]1[CH2:8][N:7]([CH2:9][C:10]2[CH:11]=[C:12]3[CH:18]=[CH:17][N:16]([Si](C(C)C)(C(C)C)C(C)C)[C:13]3=[N:14][CH:15]=2)[C:6](=[O:29])[CH2:5]1)[CH2:2][CH3:3].[F-].C([N+](CCCC)(CCCC)CCCC)CCC.CCOCC.O. The product is [CH2:1]([CH:4]1[CH2:8][N:7]([CH2:9][C:10]2[CH:11]=[C:12]3[CH:18]=[CH:17][NH:16][C:13]3=[N:14][CH:15]=2)[C:6](=[O:29])[CH2:5]1)[CH2:2][CH3:3]. The yield is 0.990. (3) The reactants are [Br:1][CH2:2][CH2:3]Br.[OH-].[Na+].[Br:7][C:8]1[CH:13]=[CH:12][CH:11]=[C:10]([Br:14])[C:9]=1[OH:15].C(OCC)(=O)C. The catalyst is O. The product is [Br:7][C:8]1[CH:13]=[CH:12][CH:11]=[C:10]([Br:14])[C:9]=1[O:15][CH2:3][CH2:2][Br:1]. The yield is 0.570. (4) The reactants are Cl[C:2]1[C:3]([C@@H:7]([C:9]2[CH:14]=[CH:13][C:12]([NH:15][C:16]3[S:17][CH:18]=[C:19]([C:21]([F:24])([F:23])[F:22])[N:20]=3)=[CH:11][CH:10]=2)[CH3:8])=[N:4][S:5][N:6]=1.[OH-:25].[Na+]. The catalyst is CO. The product is [F:22][C:21]([F:24])([F:23])[C:19]1[N:20]=[C:16]([NH:15][C:12]2[CH:13]=[CH:14][C:9]([C@H:7]([C:3]3[C:2]([OH:25])=[N:6][S:5][N:4]=3)[CH3:8])=[CH:10][CH:11]=2)[S:17][CH:18]=1. The yield is 0.600.